From a dataset of Catalyst prediction with 721,799 reactions and 888 catalyst types from USPTO. Predict which catalyst facilitates the given reaction. Reactant: [CH3:1][O:2][C:3](=[O:43])[CH2:4][O:5][C:6]1[CH:11]=[CH:10][C:9]([CH2:12][NH:13]C(OC(C)(C)C)=O)=[CH:8][C:7]=1[CH:21]1[CH2:26][CH2:25][N:24]([C:27]([C:29]2[C:37]3[C:32](=[C:33]([CH3:38])[CH:34]=[CH:35][CH:36]=3)[N:31]([CH2:39][CH2:40][O:41][CH3:42])[CH:30]=2)=[O:28])[CH2:23][CH2:22]1.[ClH:44]. Product: [ClH:44].[CH3:1][O:2][C:3](=[O:43])[CH2:4][O:5][C:6]1[CH:11]=[CH:10][C:9]([CH2:12][NH2:13])=[CH:8][C:7]=1[CH:21]1[CH2:26][CH2:25][N:24]([C:27]([C:29]2[C:37]3[C:32](=[C:33]([CH3:38])[CH:34]=[CH:35][CH:36]=3)[N:31]([CH2:39][CH2:40][O:41][CH3:42])[CH:30]=2)=[O:28])[CH2:23][CH2:22]1. The catalyst class is: 12.